This data is from Catalyst prediction with 721,799 reactions and 888 catalyst types from USPTO. The task is: Predict which catalyst facilitates the given reaction. (1) Reactant: CN(C)[CH:3]=[CH:4][C:5]([C:7]1[C:12](=[O:13])[C:11]([O:14][CH3:15])=[CH:10][N:9]([C:16]2[CH:21]=[CH:20][C:19]([N:22]3[CH:26]=[CH:25][CH:24]=[N:23]3)=[CH:18][C:17]=2[F:27])[N:8]=1)=O.Cl.[F:30][C:31]([F:42])([F:41])[O:32][C:33]1[CH:34]=[C:35]([NH:39][NH2:40])[CH:36]=[CH:37][CH:38]=1.FC(F)(F)C(O)=O. Product: [F:27][C:17]1[CH:18]=[C:19]([N:22]2[CH:26]=[CH:25][CH:24]=[N:23]2)[CH:20]=[CH:21][C:16]=1[N:9]1[CH:10]=[C:11]([O:14][CH3:15])[C:12](=[O:13])[C:7]([C:5]2[N:39]([C:35]3[CH:36]=[CH:37][CH:38]=[C:33]([O:32][C:31]([F:41])([F:42])[F:30])[CH:34]=3)[N:40]=[CH:3][CH:4]=2)=[N:8]1. The catalyst class is: 8. (2) Product: [CH:14]1([C:11]2[CH:12]=[CH:13][C:8]([C:5]3[N:6]=[CH:7][C:2]([NH2:1])=[N:3][CH:4]=3)=[C:9]([F:19])[C:10]=2[O:18][C:21]2[N:26]=[C:25]([CH3:27])[CH:24]=[CH:23][N:22]=2)[CH2:15][CH2:16][CH2:17]1. The catalyst class is: 16. Reactant: [NH2:1][C:2]1[N:3]=[CH:4][C:5]([C:8]2[C:9]([F:19])=[C:10]([OH:18])[C:11]([CH:14]3[CH2:17][CH2:16][CH2:15]3)=[CH:12][CH:13]=2)=[N:6][CH:7]=1.Cl[C:21]1[N:26]=[C:25]([CH3:27])[CH:24]=[CH:23][N:22]=1.C([O-])([O-])=O.[K+].[K+]. (3) Reactant: C(OC([N:11]([C:27]1[C:36]2[C:31](=[CH:32][CH:33]=[C:34]([C:37]([F:40])([F:39])[F:38])[CH:35]=2)[N:30]=[CH:29][CH:28]=1)[CH2:12][C:13]([NH:15][CH:16]1[CH2:19][N:18]([C:20]([O:22][C:23]([CH3:26])([CH3:25])[CH3:24])=[O:21])[CH2:17]1)=[O:14])=O)C1C=CC=CC=1. Product: [F:40][C:37]([F:38])([F:39])[C:34]1[CH:35]=[C:36]2[C:31](=[CH:32][CH:33]=1)[N:30]=[CH:29][CH:28]=[C:27]2[NH:11][CH2:12][C:13]([NH:15][CH:16]1[CH2:19][N:18]([C:20]([O:22][C:23]([CH3:24])([CH3:25])[CH3:26])=[O:21])[CH2:17]1)=[O:14]. The catalyst class is: 43. (4) Reactant: [Cl:1][C:2]1[N:3]=[N:4][C:5](Cl)=[C:6]([CH3:9])[C:7]=1[CH3:8].O.[NH2:12][NH2:13]. Product: [Cl:1][C:2]1[N:3]=[N:4][C:5]([NH:12][NH2:13])=[C:6]([CH3:9])[C:7]=1[CH3:8]. The catalyst class is: 6. (5) Reactant: [Cl:1][C:2]1[CH:3]=[C:4]([CH2:9]O)[CH:5]=[CH:6][C:7]=1[F:8].P(Br)(Br)[Br:12]. The catalyst class is: 2. Product: [Br:12][CH2:9][C:4]1[CH:5]=[CH:6][C:7]([F:8])=[C:2]([Cl:1])[CH:3]=1. (6) Reactant: [CH2:1]1[C:12]2[C:11]3[C:6](=[C:7]([CH:13]=O)[CH:8]=[CH:9][CH:10]=3)[NH:5][C:4]=2[CH2:3][CH2:2]1.Cl.[NH2:16]O.[H-].[H-].[H-].[H-].[Li+].[Al+3].[O-]S([O-])(=O)=O.[Na+].[Na+]. Product: [CH2:1]1[C:12]2[C:11]3[CH:10]=[CH:9][CH:8]=[C:7]([CH2:13][NH2:16])[C:6]=3[NH:5][C:4]=2[CH2:3][CH2:2]1. The catalyst class is: 859. (7) Reactant: [F:1][CH:2]([F:29])[O:3][C:4]1[CH:28]=[CH:27][CH:26]=[CH:25][C:5]=1[CH2:6][C:7]1[N:11]2[CH:12]=[C:13]([C:16]3[CH:17]=[N:18][C:19](SC)=[N:20][CH:21]=3)[CH:14]=[CH:15][C:10]2=[N:9][C:8]=1[CH3:24].O[O:31][S:32]([O-:34])=O.[K+].S([O-])(O[O-])(=O)=O.[K+].[K+].[CH3:44]O. Product: [F:29][CH:2]([F:1])[O:3][C:4]1[CH:28]=[CH:27][CH:26]=[CH:25][C:5]=1[CH2:6][C:7]1[N:11]2[CH:12]=[C:13]([C:16]3[CH:21]=[N:20][C:19]([S:32]([CH3:44])(=[O:34])=[O:31])=[N:18][CH:17]=3)[CH:14]=[CH:15][C:10]2=[N:9][C:8]=1[CH3:24]. The catalyst class is: 95. (8) Reactant: C[C:2]1([CH3:27])C(C)(C)OB([C:9]2[CH:26]=[CH:25][C:12]([NH:13][C:14]3[C:18]4[CH:19]=[CH:20][CH:21]=[CH:22][C:17]=4[S:16](=[O:24])(=[O:23])[N:15]=3)=[CH:11][CH:10]=2)[O:3]1.I[C:29]1[C:37]2[C:32](=[N:33][CH:34]=[N:35][C:36]=2[NH2:38])[N:31]([C@H:39]2[CH2:44][CH2:43][C@H:42]([N:45]3[CH2:50][CH2:49][N:48]([CH3:51])[CH2:47][CH2:46]3)[CH2:41][CH2:40]2)[N:30]=1.C(=O)([O-])[O-:53].[Na+].[Na+]. Product: [C:2]([OH:53])(=[O:3])[CH3:27].[NH2:38][C:36]1[N:35]=[CH:34][N:33]=[C:32]2[N:31]([C@H:39]3[CH2:44][CH2:43][C@H:42]([N:45]4[CH2:46][CH2:47][N:48]([CH3:51])[CH2:49][CH2:50]4)[CH2:41][CH2:40]3)[N:30]=[C:29]([C:9]3[CH:10]=[CH:11][C:12]([NH:13][C:14]4[C:18]5[CH:19]=[CH:20][CH:21]=[CH:22][C:17]=5[S:16](=[O:23])(=[O:24])[N:15]=4)=[CH:25][CH:26]=3)[C:37]=12. The catalyst class is: 149. (9) Reactant: [I:1][C:2]1[C:10]2[C:5](=[N:6][CH:7]=[N:8][C:9]=2[NH2:11])[NH:4][N:3]=1.[CH:12]1([CH2:15]O)[CH2:14][CH2:13]1.C1(P(C2C=CC=CC=2)C2C=CC=CC=2)C=CC=CC=1.CCOC(/N=N/C(OCC)=O)=O. Product: [CH:12]1([CH2:15][N:4]2[C:5]3=[N:6][CH:7]=[N:8][C:9]([NH2:11])=[C:10]3[C:2]([I:1])=[N:3]2)[CH2:14][CH2:13]1. The catalyst class is: 7.